From a dataset of Full USPTO retrosynthesis dataset with 1.9M reactions from patents (1976-2016). Predict the reactants needed to synthesize the given product. (1) Given the product [CH:34]([N:8]([CH2:6][C:5]1[CH:4]=[CH:3][C:2]([O:1][CH2:40][CH2:41][N:43]2[CH2:48][CH2:47][CH2:46][CH2:45][CH2:44]2)=[CH:38][CH:37]=1)[C:9]1[CH:14]=[C:13]([O:15][CH3:16])[CH:12]=[CH:11][C:10]=1[CH:17]1[CH2:26][CH2:25][C:24]2[CH:23]=[C:22]([OH:27])[CH:21]=[CH:20][C:19]=2[CH2:18]1)([CH3:36])[CH3:35], predict the reactants needed to synthesize it. The reactants are: [OH:1][C:2]1[CH:38]=[CH:37][C:5]([C:6]([N:8]([CH:34]([CH3:36])[CH3:35])[C:9]2[CH:14]=[C:13]([O:15][CH3:16])[CH:12]=[CH:11][C:10]=2[CH:17]2[CH2:26][CH2:25][C:24]3[CH:23]=[C:22]([O:27]C(=O)C(C)(C)C)[CH:21]=[CH:20][C:19]=3[CH2:18]2)=O)=[CH:4][CH:3]=1.Cl[CH2:40][C:41]([N:43]1[CH2:48][CH2:47][CH2:46][CH2:45][CH2:44]1)=O. (2) Given the product [OH:33][C@@:26]1([C:24]#[C:25][C:2]2[CH:3]=[C:4]([C:8]3[C:9]4[N:10]([C:17]([C:20]([F:23])([F:21])[F:22])=[CH:18][N:19]=4)[CH:11]=[C:12]([C:14]([NH2:16])=[O:15])[N:13]=3)[CH:5]=[CH:6][CH:7]=2)[CH2:30][CH2:29][N:28]([CH3:31])[C:27]1=[O:32], predict the reactants needed to synthesize it. The reactants are: Br[C:2]1[CH:3]=[C:4]([C:8]2[C:9]3[N:10]([C:17]([C:20]([F:23])([F:22])[F:21])=[CH:18][N:19]=3)[CH:11]=[C:12]([C:14]([NH2:16])=[O:15])[N:13]=2)[CH:5]=[CH:6][CH:7]=1.[C:24]([C@:26]1([OH:33])[CH2:30][CH2:29][N:28]([CH3:31])[C:27]1=[O:32])#[CH:25]. (3) Given the product [CH2:18]([O:25][C:26]1[C:27]([Cl:36])=[CH:28][C:29]([C:30]([N:4]2[C:5]3[CH:10]=[CH:9][CH:8]=[CH:7][C:6]=3[O:1][CH2:2][CH2:3]2)=[O:31])=[CH:33][C:34]=1[Cl:35])[C:19]1[CH:20]=[CH:21][CH:22]=[CH:23][CH:24]=1, predict the reactants needed to synthesize it. The reactants are: [O:1]1[C:6]2[CH:7]=[CH:8][CH:9]=[CH:10][C:5]=2[NH:4][CH2:3][CH2:2]1.C(N(CC)CC)C.[CH2:18]([O:25][C:26]1[C:34]([Cl:35])=[CH:33][C:29]([C:30](Cl)=[O:31])=[CH:28][C:27]=1[Cl:36])[C:19]1[CH:24]=[CH:23][CH:22]=[CH:21][CH:20]=1. (4) Given the product [Cl:18][C:15]1[CH:16]=[CH:17][C:12]([NH:11][S:8]([C:5]2[CH:6]=[CH:7][C:2]([C:37]3[CH:38]=[N:33][CH:34]=[N:35][CH:36]=3)=[CH:3][CH:4]=2)(=[O:10])=[O:9])=[C:13]([C:19]([C:21]2[CH:26]=[CH:25][N:24]=[CH:23][CH:22]=2)=[O:20])[CH:14]=1, predict the reactants needed to synthesize it. The reactants are: Br[C:2]1[CH:7]=[CH:6][C:5]([S:8]([NH:11][C:12]2[CH:17]=[CH:16][C:15]([Cl:18])=[CH:14][C:13]=2[C:19]([C:21]2[CH:26]=[CH:25][N:24]=[CH:23][CH:22]=2)=[O:20])(=[O:10])=[O:9])=[CH:4][CH:3]=1.C(=O)([O-])[O-].[Na+].[Na+].[N:33]1[CH:38]=[C:37](B(O)O)[CH:36]=[N:35][CH:34]=1. (5) Given the product [Cl:1][C:2]1[CH:10]=[C:9]2[C:5]([C:6]([C:11]([N:13]3[CH2:18][CH2:17][C:16]4([C:22]5[CH:23]=[CH:24][CH:25]=[CH:26][C:21]=5[CH2:20][O:19]4)[CH2:15][CH2:14]3)=[O:12])=[CH:7][N:8]2[CH2:28][CH2:29][CH2:30][N:31]2[CH2:36][CH2:35][O:34][CH2:33][CH2:32]2)=[CH:4][CH:3]=1, predict the reactants needed to synthesize it. The reactants are: [Cl:1][C:2]1[CH:10]=[C:9]2[C:5]([C:6]([C:11]([N:13]3[CH2:18][CH2:17][C:16]4([C:22]5[CH:23]=[CH:24][CH:25]=[CH:26][C:21]=5[CH2:20][O:19]4)[CH2:15][CH2:14]3)=[O:12])=[CH:7][NH:8]2)=[CH:4][CH:3]=1.Cl[CH2:28][CH2:29][CH2:30][N:31]1[CH2:36][CH2:35][O:34][CH2:33][CH2:32]1.